Dataset: Peptide-MHC class I binding affinity with 185,985 pairs from IEDB/IMGT. Task: Regression. Given a peptide amino acid sequence and an MHC pseudo amino acid sequence, predict their binding affinity value. This is MHC class I binding data. The binding affinity (normalized) is 0.0847. The peptide sequence is KPIPHRTVL. The MHC is HLA-B18:01 with pseudo-sequence HLA-B18:01.